From a dataset of Forward reaction prediction with 1.9M reactions from USPTO patents (1976-2016). Predict the product of the given reaction. (1) Given the reactants [NH2:1][C:2]1[CH:3]=[C:4]([CH:7]=[CH:8][C:9]=1[NH:10][CH2:11][CH2:12][OH:13])[C:5]#[N:6].[C:14]([O:18][C:19]([N:21]1[CH2:25][CH2:24][CH:23]([O:26][C:27]2[CH:37]=[CH:36][C:30]([O:31][CH2:32][C:33](O)=[O:34])=[CH:29][CH:28]=2)[CH2:22]1)=[O:20])([CH3:17])([CH3:16])[CH3:15], predict the reaction product. The product is: [C:14]([O:18][C:19]([N:21]1[CH2:25][CH2:24][CH:23]([O:26][C:27]2[CH:28]=[CH:29][C:30]([O:31][CH2:32][C:33](=[O:34])[NH:1][C:2]3[CH:3]=[C:4]([C:5]#[N:6])[CH:7]=[CH:8][C:9]=3[NH:10][CH2:11][CH2:12][OH:13])=[CH:36][CH:37]=2)[CH2:22]1)=[O:20])([CH3:17])([CH3:16])[CH3:15]. (2) The product is: [C:16]([NH:1][CH2:2][C:3](=[O:13])[CH2:4][C:5]1[CH:10]=[C:9]([Br:11])[CH:8]=[CH:7][C:6]=1[Cl:12])(=[O:23])[C:17]1[CH:22]=[CH:21][CH:20]=[CH:19][CH:18]=1. Given the reactants [NH2:1][CH2:2][C:3](=[O:13])[CH2:4][C:5]1[CH:10]=[C:9]([Br:11])[CH:8]=[CH:7][C:6]=1[Cl:12].Cl.O.[C:16](Cl)(=[O:23])[C:17]1[CH:22]=[CH:21][CH:20]=[CH:19][CH:18]=1.C(=O)([O-])O.[Na+], predict the reaction product. (3) Given the reactants Cl[C:2]([O:4][CH2:5][C:6]1[CH:11]=[CH:10][CH:9]=[CH:8][CH:7]=1)=[O:3].Br.[OH:13][CH2:14][C@@H:15]1[CH2:20][NH:19][CH2:18][C@H:17]([OH:21])[C@H:16]1[C:22]1[CH:27]=[CH:26][C:25]([OH:28])=[CH:24][CH:23]=1, predict the reaction product. The product is: [OH:21][C@@H:17]1[C@@H:16]([C:22]2[CH:27]=[CH:26][C:25]([OH:28])=[CH:24][CH:23]=2)[C@H:15]([CH2:14][OH:13])[CH2:20][N:19]([C:2]([O:4][CH2:5][C:6]2[CH:11]=[CH:10][CH:9]=[CH:8][CH:7]=2)=[O:3])[CH2:18]1. (4) Given the reactants [NH2:1][C:2]1[CH:3]=[C:4]([C:8]2[N:13]3[N:14]=[C:15]([NH:17][C:18]4[CH:23]=[CH:22][C:21]([O:24][CH2:25][CH2:26][N:27]5[CH2:31][CH2:30][CH2:29][CH2:28]5)=[CH:20][CH:19]=4)[N:16]=[C:12]3[CH:11]=[CH:10][CH:9]=2)[CH:5]=[CH:6][CH:7]=1.[Cl:32][C:33]1[CH:34]=[C:35]([CH2:39][C:40](O)=[O:41])[CH:36]=[CH:37][CH:38]=1.C(N(C(C)C)CC)(C)C.CN(C(ON1N=NC2C=CC=CC1=2)=[N+](C)C)C.F[P-](F)(F)(F)(F)F, predict the reaction product. The product is: [Cl:32][C:33]1[CH:34]=[C:35]([CH2:39][C:40]([NH:1][C:2]2[CH:7]=[CH:6][CH:5]=[C:4]([C:8]3[N:13]4[N:14]=[C:15]([NH:17][C:18]5[CH:23]=[CH:22][C:21]([O:24][CH2:25][CH2:26][N:27]6[CH2:28][CH2:29][CH2:30][CH2:31]6)=[CH:20][CH:19]=5)[N:16]=[C:12]4[CH:11]=[CH:10][CH:9]=3)[CH:3]=2)=[O:41])[CH:36]=[CH:37][CH:38]=1.